This data is from Forward reaction prediction with 1.9M reactions from USPTO patents (1976-2016). The task is: Predict the product of the given reaction. (1) Given the reactants [CH2:1]([NH:8][C:9]([C:11]1[O:19][C:14]2=[CH:15][N:16]=[CH:17][CH:18]=[C:13]2[CH:12]=1)=[O:10])[C:2]1[CH:7]=[CH:6][CH:5]=[CH:4][CH:3]=1.[Cl:20][S:21](O)(=[O:23])=[O:22], predict the reaction product. The product is: [O:19]1[C:14]2=[CH:15][N:16]=[CH:17][CH:18]=[C:13]2[CH:12]=[C:11]1[C:9]([NH:8][CH2:1][C:2]1[CH:3]=[CH:4][C:5]([S:21]([Cl:20])(=[O:23])=[O:22])=[CH:6][CH:7]=1)=[O:10]. (2) Given the reactants [NH2:1][C:2]1[N:7]=[CH:6][N:5]=[C:4]2[N:8]([CH2:12][C@H:13]3[CH2:17][CH2:16][CH2:15][N:14]3[C:18]([O:20][C:21]([CH3:24])([CH3:23])[CH3:22])=[O:19])[N:9]=[C:10](I)[C:3]=12.[F:25][C:26]1[CH:47]=[CH:46][CH:45]=[C:44]([F:48])[C:27]=1[O:28][C:29]1[CH:34]=[CH:33][C:32](B2OC(C)(C)C(C)(C)O2)=[CH:31][CH:30]=1.C(=O)([O-])[O-].[Na+].[Na+], predict the reaction product. The product is: [NH2:1][C:2]1[N:7]=[CH:6][N:5]=[C:4]2[N:8]([CH2:12][C@H:13]3[CH2:17][CH2:16][CH2:15][N:14]3[C:18]([O:20][C:21]([CH3:24])([CH3:23])[CH3:22])=[O:19])[N:9]=[C:10]([C:32]3[CH:31]=[CH:30][C:29]([O:28][C:27]4[C:44]([F:48])=[CH:45][CH:46]=[CH:47][C:26]=4[F:25])=[CH:34][CH:33]=3)[C:3]=12.